Dataset: Catalyst prediction with 721,799 reactions and 888 catalyst types from USPTO. Task: Predict which catalyst facilitates the given reaction. (1) Reactant: [Br:1][C:2]1[CH:3]=[C:4]2[N:10]=[C:9]([C:11]3[CH:16]=[CH:15][C:14]([OH:17])=[CH:13][CH:12]=3)[NH:8][C:5]2=[N:6][CH:7]=1.[H-].[Na+].[CH2:20]([CH:22]1[O:24][CH2:23]1)Br. Product: [Br:1][C:2]1[CH:3]=[C:4]2[N:10]=[C:9]([C:11]3[CH:12]=[CH:13][C:14]([O:17][CH2:20][CH:22]4[CH2:23][O:24]4)=[CH:15][CH:16]=3)[NH:8][C:5]2=[N:6][CH:7]=1. The catalyst class is: 3. (2) Reactant: [NH2:1][C:2]1[CH:7]=[CH:6][C:5]([NH:8][C:9](=[O:15])[O:10][C:11]([CH3:14])([CH3:13])[CH3:12])=[CH:4][CH:3]=1.C(N(CC)CC)C.Cl[CH2:24][CH2:25][S:26](Cl)(=[O:28])=[O:27]. Product: [CH:25]([S:26]([NH:1][C:2]1[CH:3]=[CH:4][C:5]([NH:8][C:9](=[O:15])[O:10][C:11]([CH3:12])([CH3:14])[CH3:13])=[CH:6][CH:7]=1)(=[O:28])=[O:27])=[CH2:24]. The catalyst class is: 646. (3) Reactant: [CH3:1][N:2]1[CH2:7][CH:6]2[CH2:8][CH:3]1[CH2:4][N:5]2[C:9]1[CH:14]=[CH:13][C:12]([NH2:15])=[CH:11][CH:10]=1.[I:16][C:17]1[CH:18]=[C:19]2[C:24](=[CH:25][CH:26]=1)[C:23](=[O:27])[NH:22][C:21](=[O:28])[C:20]2=[CH:29]OC. Product: [I:16][C:17]1[CH:18]=[C:19]2[C:24](=[CH:25][CH:26]=1)[C:23](=[O:27])[NH:22][C:21](=[O:28])[C:20]2=[CH:29][NH:15][C:12]1[CH:13]=[CH:14][C:9]([N:5]2[CH2:4][CH:3]3[CH2:8][CH:6]2[CH2:7][N:2]3[CH3:1])=[CH:10][CH:11]=1. The catalyst class is: 9. (4) The catalyst class is: 433. Product: [NH:12]1[C:13]2[C:18](=[CH:17][CH:16]=[CH:15][CH:14]=2)[C:10]([C:8](=[O:9])[CH:32]([NH:31][C:30]2[CH:39]=[CH:40][CH:41]=[C:28]([O:27][CH3:26])[CH:29]=2)[C:33]2[N:34]=[N:35][CH:36]=[CH:37][CH:38]=2)=[CH:11]1. Reactant: C(N(CC)CC)C.[CH:8]([C:10]1[C:18]2[C:13](=[CH:14][CH:15]=[CH:16][CH:17]=2)[N:12](C(OC(C)(C)C)=O)[CH:11]=1)=[O:9].[CH3:26][O:27][C:28]1[CH:29]=[C:30]([CH:39]=[CH:40][CH:41]=1)[N:31]=[CH:32][C:33]1[N:34]=[N:35][CH:36]=[CH:37][CH:38]=1. (5) Reactant: [CH:1]1([NH:5][C:6]([C:8]2[CH:17]=[CH:16][C:15]3[CH2:14][N:13]([CH2:18][C:19]([O:21]C(C)(C)C)=[O:20])[CH2:12][CH2:11][C:10]=3[N:9]=2)=[O:7])[CH2:4][CH2:3][CH2:2]1.[ClH:26]. Product: [ClH:26].[CH:1]1([NH:5][C:6]([C:8]2[CH:17]=[CH:16][C:15]3[CH2:14][N:13]([CH2:18][C:19]([OH:21])=[O:20])[CH2:12][CH2:11][C:10]=3[N:9]=2)=[O:7])[CH2:2][CH2:3][CH2:4]1. The catalyst class is: 12. (6) Reactant: C(OC([N:8]1[CH2:13][CH2:12][CH:11]([NH:14][C:15]2[N:20]=[C:19]([CH3:21])[CH:18]=[C:17]([CH3:22])[N:16]=2)[CH2:10][CH2:9]1)=O)(C)(C)C.Cl. Product: [CH3:21][C:19]1[CH:18]=[C:17]([CH3:22])[N:16]=[C:15]([NH:14][CH:11]2[CH2:12][CH2:13][NH:8][CH2:9][CH2:10]2)[N:20]=1. The catalyst class is: 1. (7) Reactant: COC([C@H]1N2C(=O)C(N)=C(CC3C4C(=CC=CC=4)C=CC=3)C(C3CC3)=C2SC1)=O.[CH3:30][O:31][C:32]([C@H:34]1[N:38]2[C:39](=[O:63])[C:40]([N+:60]([O-])=O)=[C:41]([CH2:49][C:50]3[C:59]4[C:54](=[CH:55][CH:56]=[CH:57][CH:58]=4)[CH:53]=[CH:52][CH:51]=3)[C:42]([C:43]3[CH:48]=[CH:47][CH:46]=[CH:45][CH:44]=3)=[C:37]2[S:36][CH2:35]1)=[O:33]. Product: [CH3:30][O:31][C:32]([C@H:34]1[N:38]2[C:39](=[O:63])[C:40]([NH2:60])=[C:41]([CH2:49][C:50]3[C:59]4[C:54](=[CH:55][CH:56]=[CH:57][CH:58]=4)[CH:53]=[CH:52][CH:51]=3)[C:42]([C:43]3[CH:44]=[CH:45][CH:46]=[CH:47][CH:48]=3)=[C:37]2[S:36][CH2:35]1)=[O:33]. The catalyst class is: 183.